From a dataset of Full USPTO retrosynthesis dataset with 1.9M reactions from patents (1976-2016). Predict the reactants needed to synthesize the given product. (1) Given the product [O:8]=[C:7]([C:9]1[CH:14]=[CH:13][CH:12]=[CH:11][CH:10]=1)[CH2:6][O:5][CH2:4][C:3]1[CH:15]=[C:16]([S:19]([N:22]2[CH2:27][CH2:26][CH2:25][CH2:24][CH2:23]2)(=[O:21])=[O:20])[CH:17]=[CH:18][C:2]=1[C:28]#[N:29], predict the reactants needed to synthesize it. The reactants are: Br[C:2]1[CH:18]=[CH:17][C:16]([S:19]([N:22]2[CH2:27][CH2:26][CH2:25][CH2:24][CH2:23]2)(=[O:21])=[O:20])=[CH:15][C:3]=1[CH2:4][O:5][CH2:6][C:7]([C:9]1[CH:14]=[CH:13][CH:12]=[CH:11][CH:10]=1)=[O:8].[CH3:28][N:29]1CCCC1=O. (2) Given the product [CH2:1]1[O:13][C:12]2[CH:11]=[C:10]3[C:5]([C:6]([C:15]4[CH:20]=[CH:19][C:18]5[O:21][CH2:22][O:23][C:17]=5[CH:16]=4)=[N:7][C:8]([O:14][CH2:27][CH:28]4[CH2:30][CH2:29]4)=[N:9]3)=[CH:4][C:3]=2[O:2]1, predict the reactants needed to synthesize it. The reactants are: [CH2:1]1[O:13][C:12]2[CH:11]=[C:10]3[C:5]([C:6]([C:15]4[CH:20]=[CH:19][C:18]5[O:21][CH2:22][O:23][C:17]=5[CH:16]=4)=[N:7][C:8](=[O:14])[NH:9]3)=[CH:4][C:3]=2[O:2]1.[H-].[Na+].Br[CH2:27][CH:28]1[CH2:30][CH2:29]1. (3) Given the product [CH3:14][O:13][NH:15][C:2]1[N:11]=[C:10]([NH2:12])[C:9]2[C:4](=[CH:5][CH:6]=[CH:7][CH:8]=2)[N:3]=1, predict the reactants needed to synthesize it. The reactants are: Cl[C:2]1[N:11]=[C:10]([NH2:12])[C:9]2[C:4](=[CH:5][CH:6]=[CH:7][CH:8]=2)[N:3]=1.[O:13]([NH2:15])[CH3:14]. (4) Given the product [Br:1][C:2]1[CH:16]=[C:15](/[CH:17]=[CH:18]/[CH:19]([C:24]2[CH:25]=[C:26]([Cl:32])[C:27]([Cl:31])=[C:28]([Cl:30])[CH:29]=2)[C:20]([F:23])([F:21])[F:22])[CH:14]=[CH:13][C:3]=1[C:4]([NH:6][CH:7]1[CH2:12][CH2:11][N:10]([CH2:46][C:47]([F:50])([F:49])[F:48])[CH2:9][CH2:8]1)=[O:5], predict the reactants needed to synthesize it. The reactants are: [Br:1][C:2]1[CH:16]=[C:15](/[CH:17]=[CH:18]/[CH:19]([C:24]2[CH:29]=[C:28]([Cl:30])[C:27]([Cl:31])=[C:26]([Cl:32])[CH:25]=2)[C:20]([F:23])([F:22])[F:21])[CH:14]=[CH:13][C:3]=1[C:4]([NH:6][CH:7]1[CH2:12][CH2:11][NH:10][CH2:9][CH2:8]1)=[O:5].C(N(CC)CC)C.FC(F)(F)S(O[CH2:46][C:47]([F:50])([F:49])[F:48])(=O)=O. (5) Given the product [F:23][C:2]1[N:3]=[N:4][C:5]([CH3:22])=[C:6]([C:17]2[S:18][CH:19]=[CH:20][CH:21]=2)[C:7]=1[C:8]1[C:13]([F:14])=[CH:12][C:11]([F:15])=[CH:10][C:9]=1[F:16], predict the reactants needed to synthesize it. The reactants are: Cl[C:2]1[N:3]=[N:4][C:5]([CH3:22])=[C:6]([C:17]2[S:18][CH:19]=[CH:20][CH:21]=2)[C:7]=1[C:8]1[C:13]([F:14])=[CH:12][C:11]([F:15])=[CH:10][C:9]=1[F:16].[F-:23].[K+].CS(C)=O. (6) The reactants are: [CH:1]1[C:10]2[C:5](=[CH:6][CH:7]=[CH:8][CH:9]=2)[CH:4]=[CH:3][C:2]=1[S:11]([CH2:14][CH2:15][CH2:16][C:17]([OH:19])=O)(=[O:13])=[O:12].[N:20]1([CH2:26][C:27]2[CH:28]=[C:29]3[C:34](=[CH:35][CH:36]=2)[C@H:33]([NH2:37])[CH2:32][CH2:31][CH2:30]3)[CH2:25][CH2:24][CH2:23][CH2:22][CH2:21]1.C1C=CC2N(O)N=NC=2C=1.CCN=C=NCCCN(C)C. Given the product [CH:1]1[C:10]2[C:5](=[CH:6][CH:7]=[CH:8][CH:9]=2)[CH:4]=[CH:3][C:2]=1[S:11]([CH2:14][CH2:15][CH2:16][C:17]([NH:37][C@H:33]1[C:34]2[C:29](=[CH:28][C:27]([CH2:26][N:20]3[CH2:25][CH2:24][CH2:23][CH2:22][CH2:21]3)=[CH:36][CH:35]=2)[CH2:30][CH2:31][CH2:32]1)=[O:19])(=[O:12])=[O:13], predict the reactants needed to synthesize it. (7) Given the product [F:21][C:18]1[CH:17]=[CH:16][C:15]([CH:14]([C:22]2[CH:23]=[CH:24][C:25]([C:26](=[O:27])[NH:28][CH3:29])=[CH:30][CH:31]=2)[CH2:13][CH2:12][NH:11][C:6](=[O:8])[C:5]2[CH:9]=[CH:10][C:2]([OH:1])=[N:3][CH:4]=2)=[CH:20][CH:19]=1, predict the reactants needed to synthesize it. The reactants are: [OH:1][C:2]1[CH:10]=[CH:9][C:5]([C:6]([OH:8])=O)=[CH:4][N:3]=1.[NH2:11][CH2:12][CH2:13][CH:14]([C:22]1[CH:31]=[CH:30][C:25]([C:26]([NH:28][CH3:29])=[O:27])=[CH:24][CH:23]=1)[C:15]1[CH:20]=[CH:19][C:18]([F:21])=[CH:17][CH:16]=1.C1C=CC2N(O)N=NC=2C=1.C(Cl)CCl.C(N(C(C)C)CC)(C)C.